Task: Predict the reactants needed to synthesize the given product.. Dataset: Full USPTO retrosynthesis dataset with 1.9M reactions from patents (1976-2016) Given the product [CH2:1]([NH:8][C:9]([NH2:11])=[O:10])[C:2]1[CH:7]=[CH:6][CH:5]=[CH:4][CH:3]=1, predict the reactants needed to synthesize it. The reactants are: [CH2:1]([N:8]=[C:9]=[O:10])[C:2]1[CH:7]=[CH:6][CH:5]=[CH:4][CH:3]=1.[N:11]12CCN(CC1)CC2.C(OCC)(=O)C.C(=O)([O-])O.[Na+].